From a dataset of Forward reaction prediction with 1.9M reactions from USPTO patents (1976-2016). Predict the product of the given reaction. (1) Given the reactants Cl.[CH3:2][NH:3][CH2:4][C:5]1[NH:9][N:8]=[C:7]([C:10]2[CH:15]=[CH:14][N:13]=[CH:12][CH:11]=2)[N:6]=1.[S:16]1[CH:20]=[CH:19][CH:18]=[C:17]1[C:21](O)=[O:22].C1(N=C=NC2CCCCC2)CCCCC1.C(N(CC)CC)C, predict the reaction product. The product is: [CH3:2][N:3]([CH2:4][C:5]1[NH:9][N:8]=[C:7]([C:10]2[CH:15]=[CH:14][N:13]=[CH:12][CH:11]=2)[N:6]=1)[C:21]([C:17]1[S:16][CH:20]=[CH:19][CH:18]=1)=[O:22]. (2) The product is: [C:1]([O:5][C:6](=[O:7])[NH:8][C@@H:9]([CH2:13][C:14]1[CH:19]=[CH:18][C:17]([OH:20])=[CH:16][C:15]=1[F:21])[C:10]([N:26]1[CH2:27][CH2:28][C:24]([F:29])([F:23])[CH2:25]1)=[O:12])([CH3:2])([CH3:3])[CH3:4]. Given the reactants [C:1]([O:5][C:6]([NH:8][C@@H:9]([CH2:13][C:14]1[CH:19]=[CH:18][C:17]([OH:20])=[CH:16][C:15]=1[F:21])[C:10]([OH:12])=O)=[O:7])([CH3:4])([CH3:3])[CH3:2].Cl.[F:23][C:24]1([F:29])[CH2:28][CH2:27][NH:26][CH2:25]1, predict the reaction product. (3) Given the reactants [CH3:1][O:2][C:3]1[CH:4]=[C:5]2[C:9](=[CH:10][CH:11]=1)[N:8]([CH3:12])[CH:7]=[C:6]2[C:13]1[N:24](COCC[Si](C)(C)C)[C:16]2[N:17]=[CH:18][C:19]3[N:20]([CH:21]=[N:22][CH:23]=3)[C:15]=2[CH:14]=1.C(N)CN.CCCC[N+](CCCC)(CCCC)CCCC.[F-], predict the reaction product. The product is: [CH3:1][O:2][C:3]1[CH:4]=[C:5]2[C:9](=[CH:10][CH:11]=1)[N:8]([CH3:12])[CH:7]=[C:6]2[C:13]1[NH:24][C:16]2[N:17]=[CH:18][C:19]3[N:20]([CH:21]=[N:22][CH:23]=3)[C:15]=2[CH:14]=1. (4) Given the reactants [N+:1]([C:4]1[CH:13]=[CH:12][C:11]([NH:14][C:15](=[O:20])[C:16]([F:19])([F:18])[F:17])=[C:10]2[C:5]=1[CH:6]=[CH:7][N:8]=[CH:9]2)([O-])=O.C(OCC)(=O)C, predict the reaction product. The product is: [NH2:1][C:4]1[CH:13]=[CH:12][C:11]([NH:14][C:15](=[O:20])[C:16]([F:19])([F:17])[F:18])=[C:10]2[C:5]=1[CH:6]=[CH:7][N:8]=[CH:9]2.